Dataset: Catalyst prediction with 721,799 reactions and 888 catalyst types from USPTO. Task: Predict which catalyst facilitates the given reaction. (1) Reactant: [F:1][C:2]([F:7])([F:6])[C@@H:3]([OH:5])[CH3:4].[H-].[Na+].Cl[C:11]1[CH:16]=[CH:15][C:14]([N+:17]([O-:19])=[O:18])=[CH:13][N:12]=1. Product: [N+:17]([C:14]1[CH:15]=[CH:16][C:11]([O:5][C@@H:3]([CH3:4])[C:2]([F:7])([F:6])[F:1])=[N:12][CH:13]=1)([O-:19])=[O:18]. The catalyst class is: 3. (2) Reactant: [Cl:1][C:2]1[C:10]2[C:5](=[CH:6][C:7]([S:11]([N:14]3[CH2:19][C:18](=[O:20])[N:17]([CH2:21][CH:22]4[CH2:27][CH2:26][N:25]([C:28]5[CH:33]=[CH:32][C:31](=[O:34])[N:30]([CH3:35])[N:29]=5)[CH2:24][CH2:23]4)[CH:16]([C:36]([OH:38])=O)[CH2:15]3)(=[O:13])=[O:12])=[CH:8][CH:9]=2)[NH:4][CH:3]=1.F[B-](F)(F)F.N1(OC(N(C)C)=[N+](C)C)C2C=CC=CC=2N=N1.[CH3:61][O:62][CH2:63][CH2:64][NH2:65]. Product: [CH3:61][O:62][CH2:63][CH2:64][NH:65][C:36]([CH:16]1[CH2:15][N:14]([S:11]([C:7]2[CH:6]=[C:5]3[C:10]([C:2]([Cl:1])=[CH:3][NH:4]3)=[CH:9][CH:8]=2)(=[O:13])=[O:12])[CH2:19][C:18](=[O:20])[N:17]1[CH2:21][CH:22]1[CH2:23][CH2:24][N:25]([C:28]2[CH:33]=[CH:32][C:31](=[O:34])[N:30]([CH3:35])[N:29]=2)[CH2:26][CH2:27]1)=[O:38]. The catalyst class is: 9. (3) Reactant: [H-].[Na+].[NH:3]1[C:7]2=[N:8][CH:9]=[CH:10][CH:11]=[C:6]2[CH:5]=[CH:4]1.[CH3:12][Si:13]([CH3:20])([CH3:19])[CH2:14][CH2:15][O:16][CH2:17]Cl.O. Product: [CH3:12][Si:13]([CH3:20])([CH3:19])[CH2:14][CH2:15][O:16][CH2:17][N:3]1[C:7]2=[N:8][CH:9]=[CH:10][CH:11]=[C:6]2[CH:5]=[CH:4]1. The catalyst class is: 9. (4) Reactant: F[C:2]1[CH:16]=[CH:15][C:5]2[C:6](=[O:14])[NH:7][C:8]3[C:13]([C:4]=2[CH:3]=1)=[CH:12][CH:11]=[CH:10][N:9]=3.[Cl:17][C:18]1[CH:23]=C[C:21](O)=[CH:20][CH:19]=1.[C:25](=[O:28])([O-])[O-].[K+].[K+]. Product: [Cl:17][C:18]1[CH:23]=[C:25]([CH:21]=[CH:20][CH:19]=1)[O:28][C:2]1[CH:16]=[CH:15][C:5]2[C:6](=[O:14])[NH:7][C:8]3[C:13]([C:4]=2[CH:3]=1)=[CH:12][CH:11]=[CH:10][N:9]=3. The catalyst class is: 3. (5) Reactant: Cl[C:2]1[C:11]2[C:6](=[C:7]([N+:13]([O-:15])=[O:14])[C:8]([CH3:12])=[CH:9][CH:10]=2)[CH:5]=[CH:4][N:3]=1.[Cl:16][C:17]1[CH:22]=[CH:21][C:20]([C@H:23]([NH2:25])[CH3:24])=[CH:19][CH:18]=1.FC(F)(F)C(O)=O.C(O)(C)C. Product: [Cl:16][C:17]1[CH:22]=[CH:21][C:20]([C@H:23]([NH:25][C:2]2[C:11]3[C:6](=[C:7]([N+:13]([O-:15])=[O:14])[C:8]([CH3:12])=[CH:9][CH:10]=3)[CH:5]=[CH:4][N:3]=2)[CH3:24])=[CH:19][CH:18]=1. The catalyst class is: 22.